This data is from Full USPTO retrosynthesis dataset with 1.9M reactions from patents (1976-2016). The task is: Predict the reactants needed to synthesize the given product. (1) Given the product [CH3:20][C:12]1([N:5]2[C:4](=[O:21])[C:3]3[C:7](=[CH:8][CH:9]=[CH:10][C:2]=3[NH:1][C:22](=[O:29])[CH2:23][CH2:24][CH2:25][CH2:26][CH2:27][CH3:28])[C:6]2=[O:11])[CH2:17][CH2:16][C:15](=[O:18])[NH:14][C:13]1=[O:19], predict the reactants needed to synthesize it. The reactants are: [NH2:1][C:2]1[CH:10]=[CH:9][CH:8]=[C:7]2[C:3]=1[C:4](=[O:21])[N:5]([C:12]1([CH3:20])[CH2:17][CH2:16][C:15](=[O:18])[NH:14][C:13]1=[O:19])[C:6]2=[O:11].[C:22](Cl)(=[O:29])[CH2:23][CH2:24][CH2:25][CH2:26][CH2:27][CH3:28].CO. (2) Given the product [C:1]([C:5]1[N:10]=[C:9]([N:15]([CH3:14])[C:16]2[CH:21]=[CH:20][CH:19]=[CH:18][C:17]=2[CH3:22])[C:8]([C:12]#[N:13])=[CH:7][CH:6]=1)([CH3:4])([CH3:3])[CH3:2], predict the reactants needed to synthesize it. The reactants are: [C:1]([C:5]1[N:10]=[C:9](Cl)[C:8]([C:12]#[N:13])=[CH:7][CH:6]=1)([CH3:4])([CH3:3])[CH3:2].[CH3:14][NH:15][C:16]1[CH:21]=[CH:20][CH:19]=[CH:18][C:17]=1[CH3:22].C[Si]([N-][Si](C)(C)C)(C)C.[K+]. (3) Given the product [C:40]([C:39]1[CH:42]=[CH:43][C:36]([C:9]2[CH2:14][CH2:13][N:12]([C:15]([O:17][C:18]([CH3:19])([CH3:20])[CH3:21])=[O:16])[CH2:11][CH:10]=2)=[CH:37][CH:38]=1)#[N:41], predict the reactants needed to synthesize it. The reactants are: CC1(C)C(C)(C)OB([C:9]2[CH2:14][CH2:13][N:12]([C:15]([O:17][C:18]([CH3:21])([CH3:20])[CH3:19])=[O:16])[CH2:11][CH:10]=2)O1.O1CCOCC1.C([O-])([O-])=O.[Na+].[Na+].Br[C:36]1[CH:43]=[CH:42][C:39]([C:40]#[N:41])=[CH:38][CH:37]=1. (4) Given the product [OH:9][C:10]1[CH:15]=[CH:14][N:13]=[C:12]([C:16]2[CH:17]=[N:18][N:19]3[CH:24]=[CH:23][C:22]([C:25]#[N:26])=[CH:21][C:20]=23)[N:11]=1, predict the reactants needed to synthesize it. The reactants are: Cl[Si](C)(C)C.[I-].[Na+].C[O:9][C:10]1[CH:15]=[CH:14][N:13]=[C:12]([C:16]2[CH:17]=[N:18][N:19]3[CH:24]=[CH:23][C:22]([C:25]#[N:26])=[CH:21][C:20]=23)[N:11]=1. (5) Given the product [CH3:1][O:2][C:3]1[C:4]2[NH:13][CH:14]=[C:15]([C:16]([O:18][CH2:19][CH3:20])=[O:17])[C:21](=[O:23])[C:5]=2[C:6]([C:9]([O:11][CH3:12])=[O:10])=[CH:7][CH:8]=1, predict the reactants needed to synthesize it. The reactants are: [CH3:1][O:2][C:3]1[CH:8]=[CH:7][C:6]([C:9]([O:11][CH3:12])=[O:10])=[CH:5][C:4]=1[NH:13][CH:14]=[C:15]([C:21]([O:23]CC)=O)[C:16]([O:18][CH2:19][CH3:20])=[O:17]. (6) Given the product [CH2:19]([O:18][C:16]([C:15]1[CH:14]=[C:13]([CH:12]2[C:38]([CH3:29])([CH3:37])[CH:39]([OH:35])[C:7]3[C:8](=[CH:9][CH:10]=[C:5]([C:3]([O:2][CH3:1])=[O:4])[CH:6]=3)[NH:11]2)[CH:28]=[CH:27][CH:26]=1)=[O:17])[C:20]1[CH:21]=[CH:22][CH:23]=[CH:24][CH:25]=1, predict the reactants needed to synthesize it. The reactants are: [CH3:1][O:2][C:3]([C:5]1[CH:10]=[CH:9][C:8](/[N:11]=[CH:12]/[C:13]2[CH:14]=[C:15]([CH:26]=[CH:27][CH:28]=2)[C:16]([O:18][CH2:19][C:20]2[CH:25]=[CH:24][CH:23]=[CH:22][CH:21]=2)=[O:17])=[CH:7][CH:6]=1)=[O:4].[C:29](OCC)(=O)C.[O:35]1[CH2:39][CH2:38][CH2:37]C1. (7) Given the product [NH:8]1[CH2:13][CH2:12][CH:11]([NH:14][C:15]([C:17]2[C:26]3[C:21](=[CH:22][CH:23]=[C:24]([C:27]4[CH:32]=[C:31]([C:33](=[O:38])[NH:34][CH:35]5[CH2:36][CH2:37]5)[CH:30]=[CH:29][C:28]=4[CH3:39])[CH:25]=3)[C:20](=[O:40])[N:19]([CH2:41][C:42]3[CH:47]=[CH:46][N:45]=[CH:44][CH:43]=3)[CH:18]=2)=[O:16])[CH2:10][CH2:9]1, predict the reactants needed to synthesize it. The reactants are: C(OC([N:8]1[CH2:13][CH2:12][CH:11]([NH:14][C:15]([C:17]2[C:26]3[C:21](=[CH:22][CH:23]=[C:24]([C:27]4[CH:32]=[C:31]([C:33](=[O:38])[NH:34][CH:35]5[CH2:37][CH2:36]5)[CH:30]=[CH:29][C:28]=4[CH3:39])[CH:25]=3)[C:20](=[O:40])[N:19]([CH2:41][C:42]3[CH:47]=[CH:46][N:45]=[CH:44][CH:43]=3)[CH:18]=2)=[O:16])[CH2:10][CH2:9]1)=O)(C)(C)C.FC(F)(F)C(O)=O.N. (8) Given the product [NH2:2][NH:3][C:4]([NH2:6])=[O:5].[C:12]([O:17][CH2:18][CH3:19])(=[O:16])[C:13]([CH3:15])=[O:14], predict the reactants needed to synthesize it. The reactants are: Cl.[NH2:2][NH:3][C:4]([NH2:6])=[O:5].C([O-])(=O)C.[Na+].[C:12]([O:17][CH2:18][CH3:19])(=[O:16])[C:13]([CH3:15])=[O:14]. (9) Given the product [OH:6]/[C:4](=[CH:11]\[C:12](=[O:22])[CH2:13][CH2:14][CH2:15][CH2:16][CH2:17][CH2:18][CH2:19][CH2:20][CH3:21])/[C:3]([O:9][CH3:10])=[O:8], predict the reactants needed to synthesize it. The reactants are: [H-].[Na+].[C:3]([O:9][CH3:10])(=[O:8])[C:4]([O:6]C)=O.[CH3:11][C:12](=[O:22])[CH2:13][CH2:14][CH2:15][CH2:16][CH2:17][CH2:18][CH2:19][CH2:20][CH3:21].Cl.